Dataset: Forward reaction prediction with 1.9M reactions from USPTO patents (1976-2016). Task: Predict the product of the given reaction. (1) Given the reactants [F:1][CH:2]([F:31])[O:3][C:4]1[CH:5]=[C:6]([N:14]([CH2:24][C:25]2[CH:26]=[N:27][CH:28]=[CH:29][CH:30]=2)[C:15]2[CH:16]=[C:17]([C:21](=[O:23])[CH3:22])[CH:18]=[CH:19][CH:20]=2)[CH:7]=[CH:8][C:9]=1[O:10][CH:11]([F:13])[F:12].[CH3:32][Mg]Cl.[NH4+].[Cl-].CCOC(C)=O, predict the reaction product. The product is: [F:31][CH:2]([F:1])[O:3][C:4]1[CH:5]=[C:6]([N:14]([CH2:24][C:25]2[CH:26]=[N:27][CH:28]=[CH:29][CH:30]=2)[C:15]2[CH:16]=[C:17]([C:21]([OH:23])([CH3:32])[CH3:22])[CH:18]=[CH:19][CH:20]=2)[CH:7]=[CH:8][C:9]=1[O:10][CH:11]([F:13])[F:12]. (2) Given the reactants [CH2:1]([N:8]1[CH2:12][C@@H:11]2[C:13](=O)[CH2:14][CH2:15][C@@H:10]2[CH2:9]1)[C:2]1[CH:7]=[CH:6][CH:5]=[CH:4][CH:3]=1.[CH3:17]C(C)([O-])C.[K+], predict the reaction product. The product is: [CH2:1]([N:8]1[CH2:12][C@@H:11]2[C:13](=[CH2:17])[CH2:14][CH2:15][C@@H:10]2[CH2:9]1)[C:2]1[CH:7]=[CH:6][CH:5]=[CH:4][CH:3]=1. (3) The product is: [C:41]([O:40][C:38]([N:19]1[C:18]2[CH2:17][CH:16]([C:10]([S:7]([C:1]3[CH:2]=[CH:3][CH:4]=[CH:5][CH:6]=3)(=[O:8])=[O:9])([F:15])[C:11](=[O:12])[NH:13][CH3:14])[CH2:28][CH2:27][C:26]=2[C:25]2[C:20]1=[CH:21][CH:22]=[C:23]([Cl:29])[CH:24]=2)=[O:37])([CH3:44])([CH3:43])[CH3:42]. Given the reactants [C:1]1([S:7]([C:10]([CH:16]2[CH2:28][CH2:27][C:26]3[C:25]4[C:20](=[CH:21][CH:22]=[C:23]([Cl:29])[CH:24]=4)[NH:19][C:18]=3[CH2:17]2)([F:15])[C:11]([NH:13][CH3:14])=[O:12])(=[O:9])=[O:8])[CH:6]=[CH:5][CH:4]=[CH:3][CH:2]=1.C(N(CC)CC)C.[O:37](C(OC(C)(C)C)=O)[C:38]([O:40][C:41]([CH3:44])([CH3:43])[CH3:42])=O, predict the reaction product. (4) Given the reactants [CH2:1]([N:3]([CH2:29][CH3:30])[C:4](=[O:28])[O:5][C:6]1[CH:11]=[C:10]([C:12]([CH3:15])([CH3:14])[CH3:13])[CH:9]=[C:8]([C:16](C)(C)C)[C:7]=1[O:20][C:21](=[O:27])[N:22]([CH2:25][CH3:26])[CH2:23][CH3:24])[CH3:2].C(C1C=C(O)C(O)=C(C)C=1)(C)(C)C, predict the reaction product. The product is: [CH2:29]([N:3]([CH2:1][CH3:2])[C:4](=[O:28])[O:5][C:6]1[CH:11]=[C:10]([C:12]([CH3:13])([CH3:15])[CH3:14])[CH:9]=[C:8]([CH3:16])[C:7]=1[O:20][C:21](=[O:27])[N:22]([CH2:25][CH3:26])[CH2:23][CH3:24])[CH3:30].